This data is from Forward reaction prediction with 1.9M reactions from USPTO patents (1976-2016). The task is: Predict the product of the given reaction. (1) Given the reactants CO[CH:3](OC)[CH2:4][N:5]([S:15]([CH3:18])(=[O:17])=[O:16])[C:6]1[CH:11]=[CH:10][C:9]([F:12])=[C:8]([O:13][CH3:14])[CH:7]=1.C(=O)(O)[O-], predict the reaction product. The product is: [F:12][C:9]1[CH:10]=[C:11]2[C:6](=[CH:7][C:8]=1[O:13][CH3:14])[N:5]([S:15]([CH3:18])(=[O:17])=[O:16])[CH:4]=[CH:3]2. (2) The product is: [CH3:60][O:61][C:62]([C:64]1[C:65]([S:70][CH2:71][C:72]2[CH:77]=[CH:76][C:75]([Cl:78])=[CH:74][CH:73]=2)=[N:66][S:67][C:68]=1[NH:69][C:54]1[N:59]=[CH:58][CH:57]=[CH:56][N:55]=1)=[O:63]. Given the reactants C1(P(C2C=CC=CC=2)C2C=CC3C(=CC=CC=3)C=2C2C3C(=CC=CC=3)C=CC=2P(C2C=CC=CC=2)C2C=CC=CC=2)C=CC=CC=1.C(=O)([O-])[O-].[Cs+].[Cs+].Br[C:54]1[N:59]=[CH:58][CH:57]=[CH:56][N:55]=1.[CH3:60][O:61][C:62]([C:64]1[C:65]([S:70][CH2:71][C:72]2[CH:77]=[CH:76][C:75]([Cl:78])=[CH:74][CH:73]=2)=[N:66][S:67][C:68]=1[NH2:69])=[O:63], predict the reaction product. (3) Given the reactants [CH:1]12[CH2:7][NH:6][CH:5]1[CH2:4][N:3]([C:8]1C=N[C:15]3[C:10](=CC=[CH:13][CH:14]=3)[N:9]=1)[CH2:2]2.ClC1N=C(C)C=C[N:20]=1, predict the reaction product. The product is: [CH3:13][C:14]1[CH:15]=[CH:10][N:9]=[C:8]([N:3]2[CH2:4][CH:5]3[CH:1]([CH2:7][NH:6]3)[CH2:2]2)[N:20]=1. (4) Given the reactants [NH2:1][C@H:2]([C:11]([OH:13])=[O:12])[CH2:3][C:4]1[CH:9]=[CH:8][C:7]([OH:10])=[CH:6][CH:5]=1.Cl[C:15]([O:17][CH2:18][CH:19]=[CH2:20])=[O:16], predict the reaction product. The product is: [C:15]([O:10][C:7]1[CH:6]=[CH:5][C:4]([CH2:3][C@@H:2]([C:11]([OH:13])=[O:12])[NH:1][C:15]([O:17][CH2:18][CH:19]=[CH2:20])=[O:16])=[CH:9][CH:8]=1)([O:17][CH2:18][CH:19]=[CH2:20])=[O:16]. (5) Given the reactants [Cl:1][C:2]1[CH:38]=[CH:37][C:36]([C:39]([F:42])([F:41])[F:40])=[CH:35][C:3]=1[CH2:4][O:5][CH2:6][CH:7]1[CH2:34][CH2:33][C:10]2[N:11](C(C3C=CC=CC=3)(C3C=CC=CC=3)C3C=CC=CC=3)[CH:12]=[N:13][C:9]=2[CH2:8]1.ClC1C=CC(C(F)(F)F)=CC=1COCC1CCC2N=CN(C(C3C=CC=CC=3)(C3C=CC=CC=3)C3C=CC=CC=3)C=2C1, predict the reaction product. The product is: [Cl:1][C:2]1[CH:38]=[CH:37][C:36]([C:39]([F:41])([F:40])[F:42])=[CH:35][C:3]=1[CH2:4][O:5][CH2:6][CH:7]1[CH2:34][CH2:33][C:10]2[NH:11][CH:12]=[N:13][C:9]=2[CH2:8]1. (6) Given the reactants [CH2:1]=O.[CH3:3][C:4]([C:15]1[CH:20]=[CH:19][C:18]([N:21]2[CH2:26][CH2:25][NH:24][CH2:23][CH2:22]2)=[CH:17][CH:16]=1)([C:10]([O:12][CH2:13][CH3:14])=[O:11])[C:5]([O:7][CH2:8][CH3:9])=[O:6], predict the reaction product. The product is: [CH3:3][C:4]([C:15]1[CH:20]=[CH:19][C:18]([N:21]2[CH2:22][CH2:23][N:24]([CH3:1])[CH2:25][CH2:26]2)=[CH:17][CH:16]=1)([C:5]([O:7][CH2:8][CH3:9])=[O:6])[C:10]([O:12][CH2:13][CH3:14])=[O:11]. (7) Given the reactants Cl[C:2]1[C:3](=[O:9])[NH:4][N:5]=[CH:6][C:7]=1Cl.[SnH4].C([Si](C)(C)Cl)(C)(C)C.CC(C1C=C(C(C)C)C(C2C=CC=CC=2P(C2CCCCC2)C2CCCCC2)=C(C(C)C)C=1)C.[O:53]1[CH2:58]COC[CH2:54]1, predict the reaction product. The product is: [C:3]1(=[O:9])[C:2]2[CH2:54][O:53][CH2:58][C:7]=2[CH:6]=[N:5][NH:4]1.